Dataset: CYP2D6 inhibition data for predicting drug metabolism from PubChem BioAssay. Task: Regression/Classification. Given a drug SMILES string, predict its absorption, distribution, metabolism, or excretion properties. Task type varies by dataset: regression for continuous measurements (e.g., permeability, clearance, half-life) or binary classification for categorical outcomes (e.g., BBB penetration, CYP inhibition). Dataset: cyp2d6_veith. (1) The drug is CO[C@H]1COC(=O)C/C=C\[C@@H](C)COC(=O)[C@@H](OCc2ccccc2)/C=C\[C@@H]1C. The result is 0 (non-inhibitor). (2) The drug is CS(=O)(=O)N1CCC[C@@]2(CCN(c3ccncc3)C2)C1. The result is 0 (non-inhibitor). (3) The compound is O=C(O)C1(Nc2ccc(Cl)cc2)CCCC1. The result is 0 (non-inhibitor).